Dataset: Reaction yield outcomes from USPTO patents with 853,638 reactions. Task: Predict the reaction yield, written as a fraction of the theoretical maximum amount of product (1.0 means a 100% yield; for example, 0.34 means a 34% yield). (1) The reactants are [Na].[Br:2][C:3]1[CH:8]=[CH:7][C:6]([S:9]([CH:12]2[CH2:15][CH2:14][CH2:13]2)(=[O:11])=[O:10])=[CH:5][C:4]=1F.[C:17](=O)(O)[O-:18].[Na+]. The catalyst is CO. The product is [Br:2][C:3]1[CH:8]=[CH:7][C:6]([S:9]([CH:12]2[CH2:15][CH2:14][CH2:13]2)(=[O:11])=[O:10])=[CH:5][C:4]=1[O:18][CH3:17]. The yield is 0.870. (2) The reactants are FC(F)(F)C(O)=O.[CH:8]1([C:14]2[C:15]3[CH:16]=[CH:17][C:18]([C:38]([O:40]C(C)(C)C)=[O:39])=[CH:19][C:20]=3[N:21]3[CH2:27][C:26]([C:28]([O:30][CH3:31])=[O:29])=[CH:25][C:24]4[CH:32]=[C:33]([O:36][CH3:37])[CH:34]=[CH:35][C:23]=4[C:22]=23)[CH2:13][CH2:12][CH2:11][CH2:10][CH2:9]1. The catalyst is ClC(Cl)C. The product is [CH:8]1([C:14]2[C:15]3[CH:16]=[CH:17][C:18]([C:38]([OH:40])=[O:39])=[CH:19][C:20]=3[N:21]3[CH2:27][C:26]([C:28]([O:30][CH3:31])=[O:29])=[CH:25][C:24]4[CH:32]=[C:33]([O:36][CH3:37])[CH:34]=[CH:35][C:23]=4[C:22]=23)[CH2:13][CH2:12][CH2:11][CH2:10][CH2:9]1. The yield is 0.940. (3) No catalyst specified. The product is [F:26][C:23]1[CH:24]=[CH:25][C:20]([C:18]2[N:19]=[C:15]([NH:14][C:12](=[O:13])[C@@H:11]([NH:10][C:9]([C@@H:8]3[O:7][C@H:6]3[C:4]([OH:5])=[O:3])=[O:31])[CH2:27][CH:28]([CH3:29])[CH3:30])[S:16][CH:17]=2)=[CH:21][CH:22]=1. The reactants are C([O:3][C:4]([C@H:6]1[C@H:8]([C:9](=[O:31])[NH:10][C@@H:11]([CH2:27][CH:28]([CH3:30])[CH3:29])[C:12]([NH:14][C:15]2[S:16][CH:17]=[C:18]([C:20]3[CH:25]=[CH:24][C:23]([F:26])=[CH:22][CH:21]=3)[N:19]=2)=[O:13])[O:7]1)=[O:5])C.[Li+].[OH-]. The yield is 0.715. (4) The reactants are [Cl:1][C:2]1[C:3]([O:38][CH3:39])=[CH:4][CH:5]=[C:6]2[C:11]=1[N:10]=[C:9]([N:12]1[CH:16]=[CH:15][C:14]([C:17]([F:20])([F:19])[F:18])=[N:13]1)[CH:8]=[C:7]2[O:21][C@@H:22]1[CH2:26][N:25]([C:27]([O:29][C:30]([CH3:33])([CH3:32])[CH3:31])=[O:28])[C@H:24]([C:34]([O:36]C)=[O:35])[CH2:23]1.[Li+].[OH-].O.Cl. The catalyst is C1COCC1. The product is [C:30]([O:29][C:27]([N:25]1[CH2:26][C@@H:22]([O:21][C:7]2[C:6]3[C:11](=[C:2]([Cl:1])[C:3]([O:38][CH3:39])=[CH:4][CH:5]=3)[N:10]=[C:9]([N:12]3[CH:16]=[CH:15][C:14]([C:17]([F:20])([F:18])[F:19])=[N:13]3)[CH:8]=2)[CH2:23][C@H:24]1[C:34]([OH:36])=[O:35])=[O:28])([CH3:33])([CH3:31])[CH3:32]. The yield is 0.950. (5) The reactants are Br.Br[CH2:3][C:4]1[CH:5]=[N:6][CH:7]=[CH:8][CH:9]=1.[OH:10][C:11]1[CH:16]=[CH:15][C:14]([CH2:17][CH2:18][CH:19]([CH2:24][CH2:25][CH2:26][C:27]2[CH:32]=[CH:31][CH:30]=[CH:29][CH:28]=2)[C:20]([O:22][CH3:23])=[O:21])=[CH:13][CH:12]=1.C([O-])([O-])=O.[Cs+].[Cs+].Cl. The catalyst is CN(C=O)C.O. The product is [N:6]1[CH:7]=[CH:8][CH:9]=[C:4]([CH2:3][O:10][C:11]2[CH:12]=[CH:13][C:14]([CH2:17][CH2:18][CH:19]([CH2:24][CH2:25][CH2:26][C:27]3[CH:28]=[CH:29][CH:30]=[CH:31][CH:32]=3)[C:20]([O:22][CH3:23])=[O:21])=[CH:15][CH:16]=2)[CH:5]=1. The yield is 0.260. (6) The product is [CH2:1]([N:4]([CH3:9])[CH2:5][C@@H:6]([CH3:7])[O:8][C:11]1[CH:20]=[CH:19][CH:18]=[C:17]2[C:12]=1[C:13]([NH:21][C:22]1[CH:27]=[CH:26][C:25]([OH:28])=[C:24]([CH3:29])[CH:23]=1)=[N:14][CH:15]=[N:16]2)[CH:2]=[CH2:3]. The reactants are [CH2:1]([N:4]([CH3:9])[CH2:5][C@H:6]([OH:8])[CH3:7])[CH:2]=[CH2:3].F[C:11]1[CH:20]=[CH:19][CH:18]=[C:17]2[C:12]=1[C:13]([NH:21][C:22]1[CH:27]=[CH:26][C:25]([OH:28])=[C:24]([CH3:29])[CH:23]=1)=[N:14][CH:15]=[N:16]2. The yield is 0.860. No catalyst specified. (7) The catalyst is C(Cl)Cl.C([O-])(=O)C.[Rh+3].C([O-])(=O)C.C([O-])(=O)C. The reactants are [OH:1][C@H:2]1[CH2:7][CH2:6][C@H:5]([N:8]2[C:13](=[O:14])[C:12]([CH2:15][C:16]3[CH:21]=[CH:20][C:19]([C:22]4[C:23]([C:28]#[N:29])=[CH:24][CH:25]=[CH:26][CH:27]=4)=[CH:18][CH:17]=3)=[C:11]([CH2:30][CH2:31][CH3:32])[N:10]3[N:33]=[CH:34][CH:35]=[C:9]23)[CH2:4][CH2:3]1.[N+](=[CH:38][C:39]([O:41][CH2:42][CH3:43])=[O:40])=[N-].C(OCC)(=O)C.O. The product is [C:28]([C:23]1[CH:24]=[CH:25][CH:26]=[CH:27][C:22]=1[C:19]1[CH:20]=[CH:21][C:16]([CH2:15][C:12]2[C:13](=[O:14])[N:8]([C@H:5]3[CH2:4][CH2:3][C@H:2]([O:1][CH2:38][C:39]([O:41][CH2:42][CH3:43])=[O:40])[CH2:7][CH2:6]3)[C:9]3[N:10]([N:33]=[CH:34][CH:35]=3)[C:11]=2[CH2:30][CH2:31][CH3:32])=[CH:17][CH:18]=1)#[N:29]. The yield is 0.700. (8) The reactants are [C:1]([O:5][C:6](=[O:22])[NH:7][C@@H:8]([C:12](=[NH:21])[NH:13][CH2:14][C:15]1[CH:20]=[CH:19][CH:18]=[CH:17][CH:16]=1)[CH:9]([CH3:11])[CH3:10])([CH3:4])([CH3:3])[CH3:2].CCN(CC)CC.C([O:32][C:33](=O)[CH:34]([C:36](Cl)=[O:37])[CH3:35])C. The catalyst is C(Cl)Cl. The product is [C:1]([O:5][C:6](=[O:22])[NH:7][CH:8]([C:12]1[N:13]([CH2:14][C:15]2[CH:16]=[CH:17][CH:18]=[CH:19][CH:20]=2)[C:33](=[O:32])[C:34]([CH3:35])=[C:36]([OH:37])[N:21]=1)[CH:9]([CH3:11])[CH3:10])([CH3:3])([CH3:4])[CH3:2]. The yield is 0.410. (9) The reactants are [CH:1]1([C:4]2[NH:8][N:7]=[C:6]([NH:9][C:10]3[C:15]([N+:16]([O-:18])=[O:17])=[CH:14][CH:13]=[C:12](F)[C:11]=3[F:20])[CH:5]=2)[CH2:3][CH2:2]1.[F:21][C:22]1[CH:27]=[CH:26][C:25]([C@@H:28]([NH2:30])[CH3:29])=[CH:24][CH:23]=1.CCN(C(C)C)C(C)C. The product is [CH:1]1([C:4]2[NH:8][N:7]=[C:6]([NH:9][C:10]3[C:11]([F:20])=[C:12]([NH:30][C@H:28]([C:25]4[CH:26]=[CH:27][C:22]([F:21])=[CH:23][CH:24]=4)[CH3:29])[CH:13]=[CH:14][C:15]=3[N+:16]([O-:18])=[O:17])[CH:5]=2)[CH2:3][CH2:2]1. The yield is 0.700. The catalyst is CCCCO.